Dataset: Forward reaction prediction with 1.9M reactions from USPTO patents (1976-2016). Task: Predict the product of the given reaction. (1) Given the reactants [Al+3].[Cl-].[Cl-].[Cl-].C1(OC)C=CC=CC=1.N(CC1C=CC(OC)=CC=1)=[N+]=[N-].[F:25][C:26]1[C:27](=[O:46])[NH:28][C:29](=[O:45])[N:30]([C@H:32]2[C@@H:35]([CH2:36][O:37]CC3C=CC=CC=3)[CH2:34][CH2:33]2)[CH:31]=1, predict the reaction product. The product is: [F:25][C:26]1[C:27](=[O:46])[NH:28][C:29](=[O:45])[N:30]([C@H:32]2[C@@H:35]([CH2:36][OH:37])[CH2:34][CH2:33]2)[CH:31]=1. (2) Given the reactants [CH:1]1([N:4]2[C:13]3[C:8](=[CH:9][C:10]([F:19])=[C:11](F)[C:12]=3[O:14][CH:15]([F:17])[F:16])[C:7](=[O:20])[C:6]([C:21]([O:23][CH2:24][CH3:25])=[O:22])=[C:5]2[S:26]([CH3:29])(=[O:28])=[O:27])[CH2:3][CH2:2]1.CC[N:32]([CH:36]([CH3:38])C)[CH:33]([CH3:35])C.C[N:40](C)[C:41](=O)[CH3:42].[CH3:45]COC(C)=O, predict the reaction product. The product is: [CH2:24]([O:23][C:21]([C:6]1[C:7](=[O:20])[C:8]2[C:13](=[C:12]([O:14][CH:15]([F:16])[F:17])[C:11]([N:32]3[CH2:33][CH2:35][C@@H:38]([C:41]([NH2:40])([CH3:42])[CH3:45])[CH2:36]3)=[C:10]([F:19])[CH:9]=2)[N:4]([CH:1]2[CH2:2][CH2:3]2)[C:5]=1[S:26]([CH3:29])(=[O:28])=[O:27])=[O:22])[CH3:25]. (3) Given the reactants [CH3:1][O:2][C:3](=[O:11])[C:4]1[CH:9]=[CH:8][C:7]([NH2:10])=[N:6][CH:5]=1.C[O:13][C:14]([C:16]1[CH:26]=[C:25]([O:27][CH2:28][CH:29]([CH3:31])[CH3:30])[C:19]2[CH2:20][C:21]([CH3:24])([CH3:23])[O:22][C:18]=2[CH:17]=1)=O, predict the reaction product. The product is: [CH3:1][O:2][C:3](=[O:11])[C:4]1[CH:9]=[CH:8][C:7]([NH:10][C:14]([C:16]2[CH:26]=[C:25]([O:27][CH2:28][CH:29]([CH3:31])[CH3:30])[C:19]3[CH2:20][C:21]([CH3:24])([CH3:23])[O:22][C:18]=3[CH:17]=2)=[O:13])=[N:6][CH:5]=1. (4) Given the reactants [CH3:1][O:2][C:3](=[O:40])[NH:4][C@H:5]([C:9]([N:11]1[CH2:15][CH2:14][CH2:13][C@H:12]1[C:16]1[NH:17][CH:18]=[C:19]([C:21]2[CH:26]=[CH:25][C:24]([C:27]3[CH:32]=[C:31]([F:33])[C:30]([NH2:34])=[CH:29][C:28]=3[O:35][C:36]([F:39])([F:38])[F:37])=[CH:23][CH:22]=2)[N:20]=1)=[O:10])[CH:6]([CH3:8])[CH3:7].C(Cl)Cl.[F:44][C:45]1[CH:50]=[CH:49][C:48]([C:51](Cl)=[O:52])=[CH:47][N:46]=1, predict the reaction product. The product is: [CH3:1][O:2][C:3](=[O:40])[NH:4][C@H:5]([C:9]([N:11]1[CH2:15][CH2:14][CH2:13][C@H:12]1[C:16]1[NH:17][CH:18]=[C:19]([C:21]2[CH:26]=[CH:25][C:24]([C:27]3[CH:32]=[C:31]([F:33])[C:30]([NH:34][C:51]([C:48]4[CH:47]=[N:46][C:45]([F:44])=[CH:50][CH:49]=4)=[O:52])=[CH:29][C:28]=3[O:35][C:36]([F:38])([F:39])[F:37])=[CH:23][CH:22]=2)[N:20]=1)=[O:10])[CH:6]([CH3:8])[CH3:7]. (5) Given the reactants [C:1]([C:5]1[CH:6]=[CH:7][C:8]([I:12])=[C:9]([OH:11])[CH:10]=1)([CH3:4])([CH3:3])[CH3:2].C(=O)([O-])[O-].[K+].[K+].[CH2:19](I)[CH3:20], predict the reaction product. The product is: [C:1]([C:5]1[CH:6]=[CH:7][C:8]([I:12])=[C:9]([O:11][CH2:19][CH3:20])[CH:10]=1)([CH3:4])([CH3:2])[CH3:3]. (6) Given the reactants Cl[CH2:2][CH2:3][CH2:4][O:5][C:6]1[CH:7]=[CH:8][C:9]2[CH2:15][CH2:14][NH:13][C:12](=[O:16])[NH:11][C:10]=2[CH:17]=1.OC(C(F)(F)F)=O.[CH3:25][O:26][C:27]1[CH:36]=[CH:35][C:34]2[C:29](=[C:30]([N:37]3[CH2:42][CH2:41][NH:40][CH2:39][CH2:38]3)[CH:31]=[CH:32][CH:33]=2)[N:28]=1.[I-].[K+].C(=O)([O-])[O-].[Na+].[Na+], predict the reaction product. The product is: [CH3:25][O:26][C:27]1[CH:36]=[CH:35][C:34]2[C:29](=[C:30]([N:37]3[CH2:42][CH2:41][N:40]([CH2:2][CH2:3][CH2:4][O:5][C:6]4[CH:7]=[CH:8][C:9]5[CH2:15][CH2:14][NH:13][C:12](=[O:16])[NH:11][C:10]=5[CH:17]=4)[CH2:39][CH2:38]3)[CH:31]=[CH:32][CH:33]=2)[N:28]=1. (7) The product is: [F:51][C:48]1[CH:49]=[CH:50][C:45]([CH2:44][N:41]2[CH2:42][CH2:43][N:39]([C:37]3[S:38][C:34]([C:31]4[CH:32]=[C:5]([CH3:4])[NH:6][N:58]=4)=[C:35]([CH3:53])[N:36]=3)[C:40]2=[O:52])=[CH:46][CH:47]=1. Given the reactants C([C:4]1SC(N2CCN(CC3C=CC(C(N4CCCCC4)=O)=CC=3)C2=O)=[N:6][C:5]=1C)(=O)C.[C:31]([C:34]1[S:38][C:37]([N:39]2[CH2:43][CH2:42][N:41]([CH2:44][C:45]3[CH:50]=[CH:49][C:48]([F:51])=[CH:47][CH:46]=3)[C:40]2=[O:52])=[N:36][C:35]=1[CH3:53])(=O)[CH3:32].COC(OC)([N:58](C)C)C.O.NN, predict the reaction product. (8) Given the reactants ClCCl.[NH2:4][C:5]1[CH:10]=[CH:9][C:8]([OH:11])=[CH:7][C:6]=1[N+:12]([O-:14])=[O:13].N1C=CN=C1.[Si:20](Cl)([C:23]([CH3:26])([CH3:25])[CH3:24])([CH3:22])[CH3:21], predict the reaction product. The product is: [Si:20]([O:11][C:8]1[CH:9]=[CH:10][C:5]([NH2:4])=[C:6]([N+:12]([O-:14])=[O:13])[CH:7]=1)([C:23]([CH3:26])([CH3:25])[CH3:24])([CH3:22])[CH3:21]. (9) Given the reactants [F:1][C:2]([F:41])([F:40])[C:3]1[CH:4]=[C:5]([CH:33]=[C:34]([C:36]([F:39])([F:38])[F:37])[CH:35]=1)[CH2:6][N:7]([CH:30]1[CH2:32][CH2:31]1)[C:8]([C@H:10]1[CH2:15][CH2:14][N:13](C(OC(C)(C)C)=O)[CH2:12][C@H:11]1[C:23]1[CH:28]=[CH:27][C:26]([F:29])=[CH:25][CH:24]=1)=[O:9].[ClH:42].C(OCC)(=O)C, predict the reaction product. The product is: [ClH:42].[F:41][C:2]([F:1])([F:40])[C:3]1[CH:4]=[C:5]([CH:33]=[C:34]([C:36]([F:37])([F:38])[F:39])[CH:35]=1)[CH2:6][N:7]([CH:30]1[CH2:31][CH2:32]1)[C:8]([C@H:10]1[CH2:15][CH2:14][NH:13][CH2:12][C@H:11]1[C:23]1[CH:28]=[CH:27][C:26]([F:29])=[CH:25][CH:24]=1)=[O:9].